Dataset: Choline transporter screen with 302,306 compounds. Task: Binary Classification. Given a drug SMILES string, predict its activity (active/inactive) in a high-throughput screening assay against a specified biological target. (1) The drug is Brc1ccc(C(=O)N2CCC(CC2)C(=O)Nc2ccccc2)cc1. The result is 0 (inactive). (2) The compound is Clc1ccc(N2C(=O)C3C4C(=C5C(C3C2=O)CCC5)CCC4)cc1. The result is 0 (inactive). (3) The drug is O1CCN(CC1)c1ccc(C2NC(=O)NC(=C2C(=O)N(C)C)C)cc1. The result is 0 (inactive).